Dataset: Retrosynthesis with 50K atom-mapped reactions and 10 reaction types from USPTO. Task: Predict the reactants needed to synthesize the given product. Given the product COC(=O)c1cc(C(=O)NCC(=O)O)cc([N+](=O)[O-])c1, predict the reactants needed to synthesize it. The reactants are: COC(=O)c1cc(C(=O)Cl)cc([N+](=O)[O-])c1.NCC(=O)O.